Dataset: NCI-60 drug combinations with 297,098 pairs across 59 cell lines. Task: Regression. Given two drug SMILES strings and cell line genomic features, predict the synergy score measuring deviation from expected non-interaction effect. (1) Drug 1: C1CN1P(=S)(N2CC2)N3CC3. Drug 2: COCCOC1=C(C=C2C(=C1)C(=NC=N2)NC3=CC=CC(=C3)C#C)OCCOC.Cl. Cell line: BT-549. Synergy scores: CSS=5.59, Synergy_ZIP=-4.33, Synergy_Bliss=-2.46, Synergy_Loewe=-4.05, Synergy_HSA=-2.01. (2) Drug 2: CC1=C(N=C(N=C1N)C(CC(=O)N)NCC(C(=O)N)N)C(=O)NC(C(C2=CN=CN2)OC3C(C(C(C(O3)CO)O)O)OC4C(C(C(C(O4)CO)O)OC(=O)N)O)C(=O)NC(C)C(C(C)C(=O)NC(C(C)O)C(=O)NCCC5=NC(=CS5)C6=NC(=CS6)C(=O)NCCC[S+](C)C)O. Synergy scores: CSS=49.7, Synergy_ZIP=-3.87, Synergy_Bliss=-6.17, Synergy_Loewe=-2.15, Synergy_HSA=-1.18. Drug 1: C1=NC2=C(N=C(N=C2N1C3C(C(C(O3)CO)O)F)Cl)N. Cell line: CAKI-1. (3) Drug 1: C#CCC(CC1=CN=C2C(=N1)C(=NC(=N2)N)N)C3=CC=C(C=C3)C(=O)NC(CCC(=O)O)C(=O)O. Drug 2: CC1=C(C(=O)C2=C(C1=O)N3CC4C(C3(C2COC(=O)N)OC)N4)N. Cell line: MDA-MB-435. Synergy scores: CSS=-2.33, Synergy_ZIP=-1.21, Synergy_Bliss=-3.05, Synergy_Loewe=-7.11, Synergy_HSA=-7.31. (4) Drug 1: CCC1(CC2CC(C3=C(CCN(C2)C1)C4=CC=CC=C4N3)(C5=C(C=C6C(=C5)C78CCN9C7C(C=CC9)(C(C(C8N6C=O)(C(=O)OC)O)OC(=O)C)CC)OC)C(=O)OC)O.OS(=O)(=O)O. Drug 2: CC1C(C(CC(O1)OC2CC(OC(C2O)C)OC3=CC4=CC5=C(C(=O)C(C(C5)C(C(=O)C(C(C)O)O)OC)OC6CC(C(C(O6)C)O)OC7CC(C(C(O7)C)O)OC8CC(C(C(O8)C)O)(C)O)C(=C4C(=C3C)O)O)O)O. Cell line: SF-295. Synergy scores: CSS=30.4, Synergy_ZIP=-0.630, Synergy_Bliss=-1.65, Synergy_Loewe=-9.64, Synergy_HSA=-1.84. (5) Drug 1: CC1=C(C=C(C=C1)NC2=NC=CC(=N2)N(C)C3=CC4=NN(C(=C4C=C3)C)C)S(=O)(=O)N.Cl. Drug 2: C1=CC(=CC=C1CCCC(=O)O)N(CCCl)CCCl. Cell line: 786-0. Synergy scores: CSS=57.0, Synergy_ZIP=6.95, Synergy_Bliss=3.57, Synergy_Loewe=6.27, Synergy_HSA=4.18. (6) Drug 1: C1CCC(C1)C(CC#N)N2C=C(C=N2)C3=C4C=CNC4=NC=N3. Drug 2: B(C(CC(C)C)NC(=O)C(CC1=CC=CC=C1)NC(=O)C2=NC=CN=C2)(O)O. Cell line: A498. Synergy scores: CSS=19.6, Synergy_ZIP=3.00, Synergy_Bliss=8.95, Synergy_Loewe=-0.0464, Synergy_HSA=8.06.